Dataset: Peptide-MHC class I binding affinity with 185,985 pairs from IEDB/IMGT. Task: Regression. Given a peptide amino acid sequence and an MHC pseudo amino acid sequence, predict their binding affinity value. This is MHC class I binding data. The peptide sequence is TGYVATRW. The MHC is Mamu-B52 with pseudo-sequence Mamu-B52. The binding affinity (normalized) is 0.657.